This data is from Catalyst prediction with 721,799 reactions and 888 catalyst types from USPTO. The task is: Predict which catalyst facilitates the given reaction. (1) Reactant: Br[CH:2]([CH3:8])[C:3]([N:5]([CH3:7])[CH3:6])=[O:4].[F:9][C:10]1([F:30])[CH2:15][CH2:14][CH:13]([CH2:16][NH:17][C:18]([C:20]2[C:28]3[C:23](=[CH:24][CH:25]=[CH:26][C:27]=3[Cl:29])[NH:22][CH:21]=2)=[O:19])[CH2:12][CH2:11]1.O.O.O.O.O.O.O.O.[OH-].[Ba+2].[OH-]. The catalyst class is: 3. Product: [Cl:29][C:27]1[CH:26]=[CH:25][CH:24]=[C:23]2[C:28]=1[C:20]([C:18]([NH:17][CH2:16][CH:13]1[CH2:14][CH2:15][C:10]([F:9])([F:30])[CH2:11][CH2:12]1)=[O:19])=[CH:21][N:22]2[CH:2]([CH3:8])[C:3]([N:5]([CH3:7])[CH3:6])=[O:4]. (2) Reactant: [Cl:1][C:2]1[C:16](F)=[N:15][CH:14]=[CH:13][C:3]=1[C:4]([N:6]([CH2:8][CH2:9][N:10]([CH3:12])[CH3:11])[CH3:7])=[O:5].CC(C)([O-])C.[K+].CN(C)C(=O)C.[CH3:30][N:31]1[CH:35]=[CH:34][C:33]([NH:36][C:37]2[C:46]3[C:41](=[CH:42][CH:43]=[C:44]([OH:47])[CH:45]=3)[N:40]=[CH:39][N:38]=2)=[N:32]1. Product: [Cl:1][C:2]1[C:16]([O:47][C:44]2[CH:45]=[C:46]3[C:41](=[CH:42][CH:43]=2)[N:40]=[CH:39][N:38]=[C:37]3[NH:36][C:33]2[CH:34]=[CH:35][N:31]([CH3:30])[N:32]=2)=[N:15][CH:14]=[CH:13][C:3]=1[C:4]([N:6]([CH2:8][CH2:9][N:10]([CH3:12])[CH3:11])[CH3:7])=[O:5]. The catalyst class is: 6. (3) Reactant: [CH3:1][N:2]([CH3:14])[C:3](=[O:13])[C:4]1[CH:9]=[CH:8][C:7]([N+:10]([O-])=O)=[CH:6][CH:5]=1. Product: [NH2:10][C:7]1[CH:8]=[CH:9][C:4]([C:3]([N:2]([CH3:14])[CH3:1])=[O:13])=[CH:5][CH:6]=1. The catalyst class is: 19. (4) Reactant: CN(C(ON1N=NC2C=CC=NC1=2)=[N+](C)C)C.F[P-](F)(F)(F)(F)F.Cl.Cl.Cl.[Cl:28][C:29]1[N:34]=[CH:33][C:32]([C:35]2[NH:39][C:38]([C@@H:40]3[CH2:44][CH2:43][CH2:42][NH:41]3)=[N:37][CH:36]=2)=[CH:31][N:30]=1.[N:45]1[CH:50]=[CH:49][CH:48]=[C:47]([CH2:51][C:52](O)=[O:53])[CH:46]=1.CCN(C(C)C)C(C)C. Product: [Cl:28][C:29]1[N:34]=[CH:33][C:32]([C:35]2[NH:39][C:38]([C@@H:40]3[CH2:44][CH2:43][CH2:42][N:41]3[C:52](=[O:53])[CH2:51][C:47]3[CH:46]=[N:45][CH:50]=[CH:49][CH:48]=3)=[N:37][CH:36]=2)=[CH:31][N:30]=1. The catalyst class is: 3. (5) Reactant: [Cl:1][C:2]1[C:10]([N+:11]([O-])=O)=[C:9]([Cl:14])[C:8]([F:15])=[CH:7][C:3]=1[C:4]([NH2:6])=[O:5].C([O-])(O)=O.[Na+]. Product: [Cl:1][C:2]1[C:10]([NH2:11])=[C:9]([Cl:14])[C:8]([F:15])=[CH:7][C:3]=1[C:4]([NH2:6])=[O:5]. The catalyst class is: 25. (6) Reactant: [OH:1][C:2]1[CH:10]=[CH:9][C:5]([C:6]([OH:8])=[O:7])=[CH:4][CH:3]=1. Product: [C:5]([O:7][C:6](=[O:8])[C:5]1[CH:9]=[CH:10][C:2]([OH:1])=[CH:3][CH:4]=1)([CH3:9])([CH3:6])[CH3:4]. The catalyst class is: 48.